This data is from Full USPTO retrosynthesis dataset with 1.9M reactions from patents (1976-2016). The task is: Predict the reactants needed to synthesize the given product. (1) The reactants are: [I:1][C:2]1[CH:7]=[C:6]([N:8]2[CH2:13][CH2:12][N:11]([CH3:14])[CH2:10][CH2:9]2)[N:5]=[CH:4][C:3]=1[NH:15]C(=O)C(C)(C)C. Given the product [I:1][C:2]1[CH:7]=[C:6]([N:8]2[CH2:13][CH2:12][N:11]([CH3:14])[CH2:10][CH2:9]2)[N:5]=[CH:4][C:3]=1[NH2:15], predict the reactants needed to synthesize it. (2) Given the product [CH3:16][C:15]([CH3:18])([C:14](=[O:19])[CH:13]([S:11][C:5]1[CH:10]=[CH:9][CH:8]=[CH:7][CH:6]=1)[CH:20]([CH3:22])[CH3:21])[CH3:17], predict the reactants needed to synthesize it. The reactants are: CC[O-].[Na+].[C:5]1([SH:11])[CH:10]=[CH:9][CH:8]=[CH:7][CH:6]=1.Br[CH:13]([CH:20]([CH3:22])[CH3:21])[C:14](=[O:19])[C:15]([CH3:18])([CH3:17])[CH3:16].O. (3) Given the product [NH2:5][C:6]1[CH:23]=[CH:22][C:21]([Cl:24])=[CH:20][C:7]=1[O:8][CH2:9][C:10]1[CH:11]=[CH:12][C:13]([C:14]([O:16][CH3:17])=[O:15])=[CH:18][CH:19]=1, predict the reactants needed to synthesize it. The reactants are: FC(F)(F)C([NH:5][C:6]1[CH:23]=[CH:22][C:21]([Cl:24])=[CH:20][C:7]=1[O:8][CH2:9][C:10]1[CH:19]=[CH:18][C:13]([C:14]([O:16][CH3:17])=[O:15])=[CH:12][CH:11]=1)=O.C1COCC1.CO.C(=O)([O-])[O-].[Na+].[Na+].Cl. (4) Given the product [O:17]1[C:18]2[C:13](=[CH:12][CH:11]=[CH:10][CH:19]=2)[CH:14]=[C:15]([C:20]2[CH:25]=[CH:24][CH:23]=[CH:22][CH:21]=2)[CH2:16]1, predict the reactants needed to synthesize it. The reactants are: N1C=CN=C1.C(O[C:10]1[CH:19]=[C:18]2[C:13]([CH:14]=[C:15]([C:20]3[CH:25]=[CH:24][C:23](OC)=[CH:22][CH:21]=3)[CH2:16][O:17]2)=[CH:12][CH:11]=1)(=O)C. (5) Given the product [CH:24]1([C:21]2[CH:22]=[N:23][C:11]([NH:10][C:5]3[CH:6]=[CH:7][CH:8]=[C:9]4[C:4]=3[CH:3]=[CH:2][N:1]4[CH2:34][CH2:35][CH2:36][O:37][CH3:38])=[C:12]([CH:20]=2)[C:13]([O:15][C:16]([CH3:18])([CH3:19])[CH3:17])=[O:14])[CH2:26][CH2:25]1, predict the reactants needed to synthesize it. The reactants are: [NH:1]1[C:9]2[C:4](=[C:5]([NH:10][C:11]3[N:23]=[CH:22][C:21]([CH:24]4[CH2:26][CH2:25]4)=[CH:20][C:12]=3[C:13]([O:15][C:16]([CH3:19])([CH3:18])[CH3:17])=[O:14])[CH:6]=[CH:7][CH:8]=2)[CH:3]=[CH:2]1.CC(C)([O-])C.[K+].Br[CH2:34][CH2:35][CH2:36][O:37][CH3:38].O. (6) Given the product [Br:1][C:2]1[N:3]([C:8]2[CH:13]=[C:12]([OH:22])[CH:11]=[C:10]([O:15][CH3:16])[C:9]=2[N+:17]([O-:19])=[O:18])[CH:4]=[C:5]([CH3:7])[N:6]=1, predict the reactants needed to synthesize it. The reactants are: [Br:1][C:2]1[N:3]([C:8]2[CH:13]=[C:12](F)[CH:11]=[C:10]([O:15][CH3:16])[C:9]=2[N+:17]([O-:19])=[O:18])[CH:4]=[C:5]([CH3:7])[N:6]=1.CS(CCO)(=O)=[O:22].[OH-].[K+].[Cl-].[NH4+].